This data is from Forward reaction prediction with 1.9M reactions from USPTO patents (1976-2016). The task is: Predict the product of the given reaction. (1) Given the reactants [NH2:1][C:2]1[CH:3]=[N:4][N:5]([CH2:7][C:8]2C=C(C=CC=2)C#N)[CH:6]=1.Cl.ClC[CH2:19][N:20](C)[CH3:21], predict the reaction product. The product is: [CH3:19][N:20]([CH3:21])[CH2:8][CH2:7][N:5]1[CH:6]=[C:2]([NH2:1])[CH:3]=[N:4]1. (2) Given the reactants [CH3:13][C:12]([O:11][C:9](O[C:9]([O:11][C:12]([CH3:15])([CH3:14])[CH3:13])=[O:10])=[O:10])([CH3:15])[CH3:14].[O:16]1[CH2:20][CH2:19][O:18][CH:17]1[CH2:21][C:22]1([CH2:31][NH2:32])[C:30]2[C:25](=[CH:26][CH:27]=[CH:28][CH:29]=2)[CH2:24][CH2:23]1.C(N(CC)CC)C, predict the reaction product. The product is: [O:16]1[CH2:20][CH2:19][O:18][CH:17]1[CH2:21][C:22]1([CH2:31][NH:32][C:9](=[O:10])[O:11][C:12]([CH3:13])([CH3:14])[CH3:15])[C:30]2[C:25](=[CH:26][CH:27]=[CH:28][CH:29]=2)[CH2:24][CH2:23]1. (3) Given the reactants [CH:1]([C:4]1[CH:9]=[CH:8][C:7]([C:10]2[N:15]=[C:14]([C:16]3[CH:17]=[C:18]([CH:21]=[CH:22][CH:23]=3)[C:19]#[N:20])[CH:13]=[CH:12][N:11]=2)=[CH:6][CH:5]=1)([CH3:3])[CH3:2].[OH:24]S(O)(=O)=O.[OH-].[Na+], predict the reaction product. The product is: [CH:1]([C:4]1[CH:5]=[CH:6][C:7]([C:10]2[N:15]=[C:14]([C:16]3[CH:17]=[C:18]([CH:21]=[CH:22][CH:23]=3)[C:19]([NH2:20])=[O:24])[CH:13]=[CH:12][N:11]=2)=[CH:8][CH:9]=1)([CH3:3])[CH3:2]. (4) Given the reactants COC1C(OC)=CC=CC=1C(O)=O.S(Cl)(Cl)=O.O=P(Cl)(Cl)Cl.C(N)(=O)C1C=CC=CC=1.C(N(CC)CC)C.[Cl-].[Al+3].[Cl-].[Cl-].C[O:44][C:45]1[C:52]([O:53]C)=[CH:51][CH:50]=[CH:49][C:46]=1[C:47]#[N:48].COC1C(O)=C(C=CC=1)C#N, predict the reaction product. The product is: [OH:44][C:45]1[C:52]([OH:53])=[CH:51][CH:50]=[CH:49][C:46]=1[C:47]#[N:48]. (5) Given the reactants Br[CH2:2][C:3]([C:5]1[CH:10]=[CH:9][CH:8]=[C:7]([O:11][CH3:12])[CH:6]=1)=O.[N:13]1[CH:18]=[CH:17][CH:16]=[CH:15][C:14]=1[CH3:19].O.C(=O)([O-])[O-].[K+].[K+], predict the reaction product. The product is: [CH3:12][O:11][C:7]1[CH:6]=[C:5]([C:3]2[CH:19]=[C:14]3[N:13]([CH:2]=2)[CH:18]=[CH:17][CH:16]=[CH:15]3)[CH:10]=[CH:9][CH:8]=1. (6) Given the reactants C[O:2][C:3](=[O:31])[C:4]1[CH:9]=[CH:8][CH:7]=[CH:6][C:5]=1[NH:10][C:11](=[O:30])[CH2:12][O:13][C:14]1[CH:19]=[CH:18][C:17]([C:20]23[CH2:29][CH:24]4[CH2:25][CH:26]([CH2:28][CH:22]([CH2:23]4)[CH2:21]2)[CH2:27]3)=[CH:16][CH:15]=1.Cl.C(OCC)(=O)C, predict the reaction product. The product is: [C:20]12([C:17]3[CH:18]=[CH:19][C:14]([O:13][CH2:12][C:11]([NH:10][C:5]4[CH:6]=[CH:7][CH:8]=[CH:9][C:4]=4[C:3]([OH:31])=[O:2])=[O:30])=[CH:15][CH:16]=3)[CH2:29][CH:24]3[CH2:23][CH:22]([CH2:28][CH:26]([CH2:25]3)[CH2:27]1)[CH2:21]2.